Dataset: Catalyst prediction with 721,799 reactions and 888 catalyst types from USPTO. Task: Predict which catalyst facilitates the given reaction. Reactant: Br[C:2]1[CH:3]=[C:4]([C:12]2[C:13]([O:18][CH3:19])=[N:14][CH:15]=[CH:16][CH:17]=2)[CH:5]=[C:6]([C:8]([CH3:11])([CH3:10])[CH3:9])[CH:7]=1.[C:20]1([OH:26])[CH:25]=[CH:24][CH:23]=[CH:22][CH:21]=1.C(P(C(C)(C)C)C1C=CC=CC=1C1C(C(C)C)=CC(C(C)C)=CC=1C(C)C)(C)(C)C.[O-]P([O-])([O-])=O.[K+].[K+].[K+]. Product: [C:8]([C:6]1[CH:5]=[C:4]([C:12]2[C:13]([O:18][CH3:19])=[N:14][CH:15]=[CH:16][CH:17]=2)[CH:3]=[C:2]([O:26][C:20]2[CH:25]=[CH:24][CH:23]=[CH:22][CH:21]=2)[CH:7]=1)([CH3:11])([CH3:10])[CH3:9]. The catalyst class is: 318.